Dataset: Forward reaction prediction with 1.9M reactions from USPTO patents (1976-2016). Task: Predict the product of the given reaction. (1) Given the reactants [Cl:1][C:2]1[N:7]=[C:6]([CH3:8])[N:5]=[C:4]([NH2:9])[CH:3]=1.N1C=CC=CC=1.[C:16](OC(=O)C)(=[O:18])[CH3:17], predict the reaction product. The product is: [Cl:1][C:2]1[N:7]=[C:6]([CH3:8])[N:5]=[C:4]([NH:9][C:16](=[O:18])[CH3:17])[CH:3]=1. (2) Given the reactants [CH3:1][O:2][C:3]1[N:8]=[C:7]([CH2:9][C:10]#N)[C:6]([N+:12]([O-])=O)=[CH:5][CH:4]=1, predict the reaction product. The product is: [CH3:1][O:2][C:3]1[N:8]=[C:7]2[CH:9]=[CH:10][NH:12][C:6]2=[CH:5][CH:4]=1. (3) Given the reactants [CH3:1][O:2][C:3](=[O:13])[C:4]1[CH:9]=[CH:8][C:7]([O:10][CH3:11])=[C:6]([OH:12])[CH:5]=1.[C:14]1([Bi]([C:14]2[CH:19]=[CH:18][CH:17]=[CH:16][CH:15]=2)[C:14]2[CH:19]=[CH:18][CH:17]=[CH:16][CH:15]=2)[CH:19]=[CH:18][CH:17]=[CH:16][CH:15]=1.C(N(CC)CC)C, predict the reaction product. The product is: [CH3:1][O:2][C:3](=[O:13])[C:4]1[CH:9]=[CH:8][C:7]([O:10][CH3:11])=[C:6]([O:12][C:14]2[CH:19]=[CH:18][CH:17]=[CH:16][CH:15]=2)[CH:5]=1. (4) Given the reactants C([Li])CCC.[C:6]([N:13]1[CH2:18][CH2:17][CH:16]([S:19]([C:22]2[CH:27]=[CH:26][C:25]([F:28])=[CH:24][CH:23]=2)(=[O:21])=[O:20])[CH2:15][CH2:14]1)([O:8][C:9]([CH3:12])([CH3:11])[CH3:10])=[O:7].[F:29]N(S(C1C=CC=CC=1)(=O)=O)S(C1C=CC=CC=1)(=O)=O, predict the reaction product. The product is: [C:6]([N:13]1[CH2:14][CH2:15][C:16]([F:29])([S:19]([C:22]2[CH:27]=[CH:26][C:25]([F:28])=[CH:24][CH:23]=2)(=[O:21])=[O:20])[CH2:17][CH2:18]1)([O:8][C:9]([CH3:12])([CH3:11])[CH3:10])=[O:7]. (5) Given the reactants Br[C:2]1[N:7]=[C:6]2[N:8]([CH2:11][C:12]3[CH:17]=[CH:16][CH:15]=[C:14]([C:18]4[N:23]=[CH:22][C:21]([Br:24])=[CH:20][N:19]=4)[CH:13]=3)[N:9]=[N:10][C:5]2=[N:4][CH:3]=1.[CH3:25][N:26]1[CH:30]=[C:29](B2OC(C)(C)C(C)(C)O2)[CH:28]=[N:27]1.O.O.O.P([O-])([O-])([O-])=[O:44].[K+].[K+].[K+], predict the reaction product. The product is: [Br:24][C:21]1[CH:20]=[N:19][C:18]([C:14]2[CH:13]=[C:12]([CH:17]=[CH:16][CH:15]=2)[CH2:11][N:8]2[C:6]3=[N:7][C:2]([O:44][C:29]4[CH:28]=[N:27][N:26]([CH3:25])[CH:30]=4)=[CH:3][N:4]=[C:5]3[N:10]=[N:9]2)=[N:23][CH:22]=1. (6) Given the reactants [OH:1][C:2]1[CH:10]=[C:9]2[C:5]([CH2:6][NH:7][C:8]2=[O:11])=[CH:4][CH:3]=1.[F:12][C:13]1[CH:14]=[C:15]([CH:18]=[CH:19][CH:20]=1)[CH2:16]Br.C(=O)([O-])[O-].[K+].[K+], predict the reaction product. The product is: [F:12][C:13]1[CH:14]=[C:15]([CH:18]=[CH:19][CH:20]=1)[CH2:16][O:1][C:2]1[CH:10]=[C:9]2[C:5]([CH2:6][NH:7][C:8]2=[O:11])=[CH:4][CH:3]=1. (7) The product is: [NH:3]1[C:7]2[CH:8]=[CH:9][CH:10]=[CH:11][C:6]=2[N:5]=[C:4]1[CH:12]([NH2:24])[CH2:13][C:14]1[CH:19]=[CH:18][C:17]([C:20]([F:23])([F:22])[CH3:21])=[CH:16][CH:15]=1. Given the reactants N#N.[NH:3]1[C:7]2[CH:8]=[CH:9][CH:10]=[CH:11][C:6]=2[N:5]=[C:4]1[CH:12]([NH:24]C(=O)OC(C)(C)C)[CH2:13][C:14]1[CH:19]=[CH:18][C:17]([C:20]([F:23])([F:22])[CH3:21])=[CH:16][CH:15]=1.Cl, predict the reaction product. (8) Given the reactants [NH:1]1[C:9]2[C:4](=[CH:5][C:6]([NH:10][C:11]3[N:20]=[CH:19][C:18]([CH:21]4[CH2:23][CH2:22]4)=[CH:17][C:12]=3[C:13]([O:15][CH3:16])=[O:14])=[CH:7][CH:8]=2)[CH:3]=[CH:2]1.[F:24][C:25]1[CH:30]=[CH:29][CH:28]=[C:27](I)[CH:26]=1.[C@@H]1(N)CCCC[C@H]1N.P([O-])([O-])([O-])=O.[K+].[K+].[K+], predict the reaction product. The product is: [CH:21]1([C:18]2[CH:19]=[N:20][C:11]([NH:10][C:6]3[CH:5]=[C:4]4[C:9](=[CH:8][CH:7]=3)[N:1]([C:27]3[CH:28]=[CH:29][CH:30]=[C:25]([F:24])[CH:26]=3)[CH:2]=[CH:3]4)=[C:12]([CH:17]=2)[C:13]([O:15][CH3:16])=[O:14])[CH2:23][CH2:22]1.